Predict the reactants needed to synthesize the given product. From a dataset of Retrosynthesis with 50K atom-mapped reactions and 10 reaction types from USPTO. (1) Given the product CN1C[C@@H]2NCC(=O)N[C@H]2C1, predict the reactants needed to synthesize it. The reactants are: CN1C[C@@H]2NC(=O)CN(C(=O)OC(C)(C)C)[C@H]2C1. (2) Given the product CC(=O)N1CCN(c2ccc(O)cc2)CC1, predict the reactants needed to synthesize it. The reactants are: CC(=O)OC(C)=O.Oc1ccc(N2CCNCC2)cc1. (3) Given the product Nc1cccc2c1C(=O)c1sccc1CS2, predict the reactants needed to synthesize it. The reactants are: CC(=O)Nc1cccc2c1C(=O)c1sccc1CS2. (4) Given the product CS(=O)(=O)c1cc(Cn2c(-c3ccccc3)nc(Cl)c2C=O)ccc1Br, predict the reactants needed to synthesize it. The reactants are: CS(=O)(=O)c1cc(CBr)ccc1Br.O=Cc1[nH]c(-c2ccccc2)nc1Cl. (5) Given the product COC(=O)c1cc(Br)ccc1NC(=O)c1ccc(S(=O)(=O)Cl)cc1, predict the reactants needed to synthesize it. The reactants are: COC(=O)c1cc(Br)ccc1N.O=C(O)c1ccc(S(=O)(=O)Cl)cc1. (6) Given the product COC(=O)[C@@H](NC(=O)c1cc2ccccc2cc1NC(=O)Nc1c(Cl)cc(Cl)cc1Cl)C1CCCCC1, predict the reactants needed to synthesize it. The reactants are: COC(=O)[C@@H](NC(=O)c1cc2ccccc2cc1N)C1CCCCC1.O=C=Nc1c(Cl)cc(Cl)cc1Cl.